Dataset: Reaction yield outcomes from USPTO patents with 853,638 reactions. Task: Predict the reaction yield, written as a fraction of the theoretical maximum amount of product (1.0 means a 100% yield; for example, 0.34 means a 34% yield). (1) The reactants are [Cl:1][C:2]1[CH:3]=[N:4][C:5]([CH3:12])=[C:6]([CH:11]=1)[C:7](OC)=[O:8].[H-].[H-].[H-].[H-].[Li+].[Al+3].O.[OH-].[Na+]. The catalyst is C1COCC1.[Cl-].[Na+].O. The product is [Cl:1][C:2]1[CH:11]=[C:6]([CH2:7][OH:8])[C:5]([CH3:12])=[N:4][CH:3]=1. The yield is 0.500. (2) The reactants are [CH3:1][N:2]1[CH:6]=[C:5]([C:7]2[C:15]3[C:10](=[N:11][CH:12]=[C:13](B4OC(C)(C)C(C)(C)O4)[CH:14]=3)[N:9]([CH2:25][O:26][CH2:27][CH2:28][Si:29]([CH3:32])([CH3:31])[CH3:30])[CH:8]=2)[CH:4]=[N:3]1.C(O)(=[O:35])C.OO. The catalyst is O. The product is [CH3:1][N:2]1[CH:6]=[C:5]([C:7]2[C:15]3[C:10](=[N:11][CH:12]=[C:13]([OH:35])[CH:14]=3)[N:9]([CH2:25][O:26][CH2:27][CH2:28][Si:29]([CH3:31])([CH3:30])[CH3:32])[CH:8]=2)[CH:4]=[N:3]1. The yield is 0.960. (3) The reactants are [Si]([O:8][CH2:9][C@H:10]1[O:18][C@H:17]2[C@H:13]([N:14]=[C:15]([N:19](C)[C:20](=O)OC(C)(C)C)[S:16]2)[C@H:12]([F:28])[C@@H:11]1[OH:29])(C(C)(C)C)(C)C.Cl. The catalyst is CO. The product is [F:28][C@H:12]1[C@H:13]2[N:14]=[C:15]([NH:19][CH3:20])[S:16][C@H:17]2[O:18][C@H:10]([CH2:9][OH:8])[C@H:11]1[OH:29]. The yield is 0.890. (4) The reactants are C(OC([N:8]([C:13]1[CH:42]=[CH:41][C:16]([C:17]([O:19][C@H:20]([C:31]2[CH:36]=[CH:35][C:34]([O:37][CH3:38])=[C:33]([O:39][CH3:40])[CH:32]=2)[CH2:21][C:22]2[C:27]([Cl:28])=[CH:26][N+:25]([O-:29])=[CH:24][C:23]=2[Cl:30])=[O:18])=[CH:15][C:14]=1[O:43][CH2:44][CH:45]1[CH2:47][CH2:46]1)[S:9]([CH3:12])(=[O:11])=[O:10])=O)(C)(C)C.O. The catalyst is CN(C=O)C. The product is [Cl:30][C:23]1[CH:24]=[N+:25]([O-:29])[CH:26]=[C:27]([Cl:28])[C:22]=1[CH2:21][C@H:20]([O:19][C:17](=[O:18])[C:16]1[CH:41]=[CH:42][C:13]([NH:8][S:9]([CH3:12])(=[O:11])=[O:10])=[C:14]([O:43][CH2:44][CH:45]2[CH2:47][CH2:46]2)[CH:15]=1)[C:31]1[CH:36]=[CH:35][C:34]([O:37][CH3:38])=[C:33]([O:39][CH3:40])[CH:32]=1. The yield is 0.800. (5) The reactants are [OH:1][CH:2]([C:13]1[CH:18]=[CH:17][CH:16]=[CH:15][C:14]=1[O:19][CH3:20])[CH2:3][O:4][C:5]1[CH:12]=[CH:11][C:8]([CH:9]=O)=[CH:7][CH:6]=1.[S:21]1[CH2:25][C:24](=[O:26])[NH:23][C:22]1=[O:27].N1CCCCC1. The catalyst is CCO. The product is [OH:1][CH:2]([C:13]1[CH:18]=[CH:17][CH:16]=[CH:15][C:14]=1[O:19][CH3:20])[CH2:3][O:4][C:5]1[CH:12]=[CH:11][C:8](/[CH:9]=[C:25]2/[C:24](=[O:26])[NH:23][C:22](=[O:27])[S:21]/2)=[CH:7][CH:6]=1. The yield is 0.800. (6) The reactants are [Cl:1][C:2]1[C:3]([Cl:11])=[N:4][CH:5]=[C:6]([CH:10]=1)[C:7](O)=[O:8].C(=O)([O-])[O-].[K+].[K+]. The catalyst is O1CCCC1. The product is [Cl:1][C:2]1[CH:10]=[C:6]([CH2:7][OH:8])[CH:5]=[N:4][C:3]=1[Cl:11]. The yield is 0.610. (7) The product is [CH2:1]([O:8][C:9]1[C:14](=[O:15])[N:13]2[CH:16]=[C:17]([N:20]3[CH2:21][CH2:22][O:23][CH2:24][CH2:25]3)[CH:18]=[CH:19][C:12]2=[N:11][C:10]=1[C:26]1[N:27]=[C:30]([CH2:31][C:32]2[CH:33]=[CH:34][C:35]([F:38])=[CH:36][CH:37]=2)[O:29][N:28]=1)[C:2]1[CH:3]=[CH:4][CH:5]=[CH:6][CH:7]=1. The reactants are [CH2:1]([O:8][C:9]1[C:14](=[O:15])[N:13]2[CH:16]=[C:17]([N:20]3[CH2:25][CH2:24][O:23][CH2:22][CH2:21]3)[CH:18]=[CH:19][C:12]2=[N:11][C:10]=1[C:26]([NH:28][O:29][C:30](=O)[CH2:31][C:32]1[CH:37]=[CH:36][C:35]([F:38])=[CH:34][CH:33]=1)=[NH:27])[C:2]1[CH:7]=[CH:6][CH:5]=[CH:4][CH:3]=1. The yield is 0.753. The catalyst is C1(C)C=CC=CC=1.